Dataset: Full USPTO retrosynthesis dataset with 1.9M reactions from patents (1976-2016). Task: Predict the reactants needed to synthesize the given product. (1) Given the product [CH3:22][N:19]1[CH2:20][CH2:21][C:16]([C:23]2[CH:28]=[CH:27][CH:26]=[CH:25][CH:24]=2)([C:14]#[N:11])[CH2:17][CH2:18]1, predict the reactants needed to synthesize it. The reactants are: C(N1CC[N:11]([C:14]([C:16]2([C:23]3[CH:28]=[CH:27][CH:26]=[CH:25][CH:24]=3)[CH2:21][CH2:20][N:19]([CH3:22])[CH2:18][CH2:17]2)=O)CC1)C1C=CC=CC=1.[H-].[H-].[H-].[H-].[Li+].[Al+3]. (2) Given the product [Cl:1][CH2:2][CH2:3][CH2:4][NH:5][C:6]([C:8]1[CH:9]=[N:10][N:11]2[CH:16]=[CH:15][C:14]([N:17]3[C@@H:21]([C:22]4[C:23](=[O:29])[NH:24][CH:25]=[C:26]([F:28])[CH:27]=4)[CH2:20][O:19][C:18]3=[O:31])=[N:13][C:12]=12)=[O:7], predict the reactants needed to synthesize it. The reactants are: [Cl:1][CH2:2][CH2:3][CH2:4][NH:5][C:6]([C:8]1[CH:9]=[N:10][N:11]2[CH:16]=[CH:15][C:14]([N:17]3[C@@H:21]([C:22]4[C:23]([O:29]C)=[N:24][CH:25]=[C:26]([F:28])[CH:27]=4)[CH2:20][O:19][C:18]3=[O:31])=[N:13][C:12]=12)=[O:7]. (3) Given the product [CH3:40][O:39][C:37]([C:36]1[CH:35]=[CH:34][C:33]([C:2]2[CH:7]=[CH:6][C:5]([CH:8]([CH3:28])[C:9]([C:15]3[CH:16]=[C:17]([F:27])[C:18]4[O:23][CH2:22][C:21](=[O:24])[N:20]([CH3:25])[C:19]=4[CH:26]=3)([OH:14])[C:10]([F:13])([F:12])[F:11])=[C:4]([Cl:29])[CH:3]=2)=[CH:32][C:31]=1[F:30])=[O:38], predict the reactants needed to synthesize it. The reactants are: Br[C:2]1[CH:7]=[CH:6][C:5]([CH:8]([CH3:28])[C:9]([C:15]2[CH:16]=[C:17]([F:27])[C:18]3[O:23][CH2:22][C:21](=[O:24])[N:20]([CH3:25])[C:19]=3[CH:26]=2)([OH:14])[C:10]([F:13])([F:12])[F:11])=[C:4]([Cl:29])[CH:3]=1.[F:30][C:31]1[CH:32]=[C:33](B(O)O)[CH:34]=[CH:35][C:36]=1[C:37]([O:39][CH3:40])=[O:38]. (4) Given the product [CH2:44]([O:46][C:47]1[CH:48]=[C:49]([C:50]2[O:43][N:42]=[C:38]3[C:39]4[C:34]([CH2:35][CH2:36][C:37]=23)=[CH:33][C:32]([CH:30]=[CH2:31])=[CH:41][CH:40]=4)[CH:54]=[CH:55][C:56]=1[O:57][CH2:58][CH3:59])[CH3:45], predict the reactants needed to synthesize it. The reactants are: C(C1C=CC(C2ON=C3C4C(CCC=23)=CC(C=C)=CC=4)=CC=1C(F)(F)F)C(C)C.[CH:30]([C:32]1[CH:33]=[C:34]2[C:39](=[CH:40][CH:41]=1)[C:38](=[N:42][OH:43])[CH2:37][CH2:36][CH2:35]2)=[CH2:31].[CH2:44]([O:46][C:47]1[CH:48]=[C:49]([CH:54]=[CH:55][C:56]=1[O:57][CH2:58][CH3:59])[C:50](OC)=O)[CH3:45]. (5) Given the product [CH3:1][O:2][C:3]([C:5]1[CH:14]=[C:13]([O:15][CH2:16][C:17]([N:38]2[CH2:39][CH2:40][CH:35]([O:34][CH3:33])[CH2:36][CH2:37]2)=[O:19])[C:12]2[C:7](=[CH:8][C:9]([CH3:20])=[CH:10][CH:11]=2)[N:6]=1)=[O:4], predict the reactants needed to synthesize it. The reactants are: [CH3:1][O:2][C:3]([C:5]1[CH:14]=[C:13]([O:15][CH2:16][C:17]([OH:19])=O)[C:12]2[C:7](=[CH:8][C:9]([CH3:20])=[CH:10][CH:11]=2)[N:6]=1)=[O:4].FC1C(O)=C(F)C(F)=C(F)C=1F.[CH3:33][O:34][CH:35]1[CH2:40][CH2:39][NH:38][CH2:37][CH2:36]1.C(N1CCOCC1)C.